Dataset: Forward reaction prediction with 1.9M reactions from USPTO patents (1976-2016). Task: Predict the product of the given reaction. (1) The product is: [F:1][C:2]1[C:3]([NH2:30])=[N:4][CH:5]=[C:6]([C:8]2[CH:9]=[C:10]3[C:16]([C:17]4[CH:18]=[N:19][N:20]([CH2:22][C:23]5[CH:28]=[CH:27][CH:26]=[C:25]([F:29])[CH:24]=5)[CH:21]=4)=[CH:15][NH:14][C:11]3=[N:12][CH:13]=2)[CH:7]=1. Given the reactants [F:1][C:2]1[C:3]([NH:30]C(=O)OC(C)(C)C)=[N:4][CH:5]=[C:6]([C:8]2[CH:9]=[C:10]3[C:16]([C:17]4[CH:18]=[N:19][N:20]([CH2:22][C:23]5[CH:28]=[CH:27][CH:26]=[C:25]([F:29])[CH:24]=5)[CH:21]=4)=[CH:15][NH:14][C:11]3=[N:12][CH:13]=2)[CH:7]=1, predict the reaction product. (2) Given the reactants Cl.Cl.[O:3]1[C:7]2[CH:8]=[CH:9][CH:10]=[C:11]([CH:12]3[CH2:17][CH2:16][N:15]([CH2:18][CH2:19][C@H:20]4[CH2:25][CH2:24][C@H:23]([NH2:26])[CH2:22][CH2:21]4)[CH2:14][CH2:13]3)[C:6]=2[CH2:5][CH2:4]1.[CH2:27]([S:29](Cl)(=[O:31])=[O:30])[CH3:28], predict the reaction product. The product is: [O:3]1[C:7]2[CH:8]=[CH:9][CH:10]=[C:11]([CH:12]3[CH2:17][CH2:16][N:15]([CH2:18][CH2:19][C@H:20]4[CH2:21][CH2:22][C@H:23]([NH:26][S:29]([CH2:27][CH3:28])(=[O:31])=[O:30])[CH2:24][CH2:25]4)[CH2:14][CH2:13]3)[C:6]=2[CH2:5][CH2:4]1. (3) Given the reactants C(#N)[CH2:2][CH2:3][CH2:4][CH2:5][C:6]#[N:7].[CH2:9]=[CH:10][CH:11]=[CH2:12].[CH:13]#[N:14], predict the reaction product. The product is: [C:6](#[N:7])[CH2:5][CH:4]=[CH:3][CH3:2].[CH3:12][CH:11]([CH:10]=[CH2:9])[C:13]#[N:14]. (4) Given the reactants [F:1][C:2]1[CH:3]=[C:4]2[C:9](=[CH:10][CH:11]=1)[CH:8]=[C:7]([O:12][Si](C(C)(C)C)(C)C)[CH:6]=[CH:5]2.[F-].C([N+](CCCC)(CCCC)CCCC)CCC, predict the reaction product. The product is: [F:1][C:2]1[CH:3]=[C:4]2[C:9](=[CH:10][CH:11]=1)[CH:8]=[C:7]([OH:12])[CH:6]=[CH:5]2. (5) Given the reactants [CH3:1][O:2][C:3]1[CH:4]=[C:5]([CH:8]=[CH:9][C:10]=1[O:11][CH3:12])[CH:6]=O.[C:13]([O-:16])(=[O:15])[CH3:14].[NH4+:17].C(O)(=O)CC(O)=O, predict the reaction product. The product is: [NH2:17][CH:6]([C:5]1[CH:8]=[CH:9][C:10]([O:11][CH3:12])=[C:3]([O:2][CH3:1])[CH:4]=1)[CH2:14][C:13]([OH:16])=[O:15]. (6) Given the reactants [CH:1]1([N:5]2[CH2:10][CH2:9][N:8]([C:11]([C:13]3[CH:14]=[C:15]4[C:19](=[CH:20][CH:21]=3)[NH:18][C:17]([C:22]([N:24]3[CH2:29][CH2:28][S:27](=[O:31])(=[O:30])[CH2:26][CH2:25]3)=[O:23])=[CH:16]4)=[O:12])[CH2:7][CH2:6]2)[CH2:4][CH2:3][CH2:2]1.[CH3:32][C:33]1[CH:34]=[C:35](B(O)O)[CH:36]=[CH:37][CH:38]=1.N1C=CC=CC=1, predict the reaction product. The product is: [CH:1]1([N:5]2[CH2:6][CH2:7][N:8]([C:11]([C:13]3[CH:14]=[C:15]4[C:19](=[CH:20][CH:21]=3)[N:18]([C:37]3[CH:38]=[C:33]([CH3:32])[CH:34]=[CH:35][CH:36]=3)[C:17]([C:22]([N:24]3[CH2:29][CH2:28][S:27](=[O:30])(=[O:31])[CH2:26][CH2:25]3)=[O:23])=[CH:16]4)=[O:12])[CH2:9][CH2:10]2)[CH2:2][CH2:3][CH2:4]1.